Dataset: Forward reaction prediction with 1.9M reactions from USPTO patents (1976-2016). Task: Predict the product of the given reaction. (1) Given the reactants [CH:1]1[C:13]2[NH:12][C:11]3[C:6](=[CH:7][CH:8]=[CH:9][CH:10]=3)[C:5]=2[CH:4]=[CH:3][CH:2]=1.[Br:14][C:15]1[C:22](F)=[C:21](F)[C:18]([C:19]#[N:20])=[C:17](F)[C:16]=1F.[H-].[Na+].O, predict the reaction product. The product is: [Br:14][C:15]1[C:22]([N:12]2[C:11]3[CH:10]=[CH:9][CH:8]=[CH:7][C:6]=3[C:5]3[C:13]2=[CH:1][CH:2]=[CH:3][CH:4]=3)=[C:21]([N:12]2[C:11]3[CH:10]=[CH:9][CH:8]=[CH:7][C:6]=3[C:5]3[C:13]2=[CH:1][CH:2]=[CH:3][CH:4]=3)[C:18]([C:19]#[N:20])=[C:17]([N:12]2[C:11]3[CH:10]=[CH:9][CH:8]=[CH:7][C:6]=3[C:5]3[C:13]2=[CH:1][CH:2]=[CH:3][CH:4]=3)[C:16]=1[N:12]1[C:13]2[CH:1]=[CH:2][CH:3]=[CH:4][C:5]=2[C:6]2[C:11]1=[CH:10][CH:9]=[CH:8][CH:7]=2. (2) Given the reactants [O:1]1[CH:5]=[CH:4][CH:3]=[C:2]1[C:6]1[O:7][C:8]([CH3:39])=[C:9]([CH2:11][O:12][C:13]2[CH:18]=[CH:17][C:16]([CH2:19][O:20][C:21]3[C:25](/[CH:26]=[CH:27]\[S:28]([CH3:30])=[O:29])=[CH:24][N:23]([C:31]4[CH:36]=[CH:35][CH:34]=[CH:33][CH:32]=4)[N:22]=3)=[CH:15][C:14]=2[O:37][CH3:38])[N:10]=1.ClC1C=CC=C(C(OO)=[O:48])C=1.S([O-])([O-])=O.[Na+].[Na+], predict the reaction product. The product is: [O:1]1[CH:5]=[CH:4][CH:3]=[C:2]1[C:6]1[O:7][C:8]([CH3:39])=[C:9]([CH2:11][O:12][C:13]2[CH:18]=[CH:17][C:16]([CH2:19][O:20][C:21]3[C:25](/[CH:26]=[CH:27]\[S:28]([CH3:30])(=[O:48])=[O:29])=[CH:24][N:23]([C:31]4[CH:32]=[CH:33][CH:34]=[CH:35][CH:36]=4)[N:22]=3)=[CH:15][C:14]=2[O:37][CH3:38])[N:10]=1. (3) Given the reactants Br[C:2]1[C:3]2[CH2:10][CH2:9][CH:8]([NH:11][S:12]([CH2:15][CH3:16])(=[O:14])=[O:13])[C:4]=2[CH:5]=[N:6][CH:7]=1.[F:17][C:18]([F:29])([F:28])[C:19]1[CH:24]=[CH:23][C:22](B(O)O)=[CH:21][CH:20]=1, predict the reaction product. The product is: [F:17][C:18]([F:29])([F:28])[C:19]1[CH:24]=[CH:23][C:22]([C:2]2[C:3]3[CH2:10][CH2:9][CH:8]([NH:11][S:12]([CH2:15][CH3:16])(=[O:14])=[O:13])[C:4]=3[CH:5]=[N:6][CH:7]=2)=[CH:21][CH:20]=1.